From a dataset of Reaction yield outcomes from USPTO patents with 853,638 reactions. Predict the reaction yield, written as a fraction of the theoretical maximum amount of product (1.0 means a 100% yield; for example, 0.34 means a 34% yield). (1) The reactants are C[O:2][C:3]([C:5]1[C:6]([C:14]2[CH:19]=[CH:18][C:17]([O:20][CH2:21][C:22]3[CH:27]=[CH:26][CH:25]=[CH:24][CH:23]=3)=[CH:16][C:15]=2[O:28][CH3:29])=[CH:7][CH:8]=[C:9]([C:11](=[O:13])[CH3:12])[CH:10]=1)=[O:4].[OH-].[Na+].CO.Cl. The catalyst is O. The product is [C:11]([C:9]1[CH:10]=[C:5]([C:3]([OH:4])=[O:2])[C:6]([C:14]2[CH:19]=[CH:18][C:17]([O:20][CH2:21][C:22]3[CH:27]=[CH:26][CH:25]=[CH:24][CH:23]=3)=[CH:16][C:15]=2[O:28][CH3:29])=[CH:7][CH:8]=1)(=[O:13])[CH3:12]. The yield is 0.690. (2) The reactants are [CH3:1][N:2]([CH3:16])[S:3]([C:6]1[CH:7]=[C:8]2[C:12](=[CH:13][CH:14]=1)[NH:11][C:10](=[O:15])[CH2:9]2)(=[O:5])=[O:4].[N:17]1([CH2:22][CH2:23][NH:24][C:25]([C:27]2[C:31]([CH3:32])=[C:30]([CH:33]=O)[NH:29][C:28]=2[CH3:35])=[O:26])[CH2:21][CH2:20][CH2:19][CH2:18]1. No catalyst specified. The product is [N:17]1([CH2:22][CH2:23][NH:24][C:25]([C:27]2[C:31]([CH3:32])=[C:30]([CH:33]=[C:9]3[C:8]4[C:12](=[CH:13][CH:14]=[C:6]([S:3](=[O:5])(=[O:4])[N:2]([CH3:16])[CH3:1])[CH:7]=4)[NH:11][C:10]3=[O:15])[NH:29][C:28]=2[CH3:35])=[O:26])[CH2:21][CH2:20][CH2:19][CH2:18]1. The yield is 0.540. (3) The reactants are [C:1]([NH2:5])([CH3:4])([CH3:3])[CH3:2].[Cl:6][CH2:7][CH2:8][CH2:9][S:10](Cl)(=[O:12])=[O:11]. The catalyst is C1COCC1. The product is [C:1]([NH:5][S:10]([CH2:9][CH2:8][CH2:7][Cl:6])(=[O:12])=[O:11])([CH3:4])([CH3:3])[CH3:2]. The yield is 0.990. (4) The reactants are C(N1C2=CC=C3C(N=C(C(C)C)N(C4C=CC(Cl)=CC=4)C3=O)=C2CCC1)(=O)C.[C:29]([N:32]1[C:37]2=[CH:38][CH:39]=[C:40]3[C:45]([N:44]=[C:43]([CH:46]([CH3:48])[CH3:47])[N:42]([C:49]4[CH:54]=[CH:53][C:52]([Cl:55])=[CH:51][CH:50]=4)[C:41]3=[O:56])=[C:36]2[CH:35]=[C:34]([CH3:57])[CH2:33]1)(=[O:31])[CH3:30]. No catalyst specified. The product is [C:29]([N:32]1[C:37]2=[CH:38][CH:39]=[C:40]3[C:45]([N:44]=[C:43]([CH:46]([CH3:48])[CH3:47])[N:42]([C:49]4[CH:50]=[CH:51][C:52]([Cl:55])=[CH:53][CH:54]=4)[C:41]3=[O:56])=[C:36]2[CH2:35][CH:34]([CH3:57])[CH2:33]1)(=[O:31])[CH3:30]. The yield is 0.890. (5) The reactants are [NH2:1][C@H:2]([C:34]1[CH:39]=[CH:38][CH:37]=[CH:36][CH:35]=1)[CH2:3][N:4]1[C:9](=[O:10])[C:8]([C:11]2[CH:16]=[CH:15][CH:14]=[C:13]([O:17][CH3:18])[C:12]=2[F:19])=[C:7]([CH3:20])[N:6]([CH2:21][C:22]2[C:27]([C:28]([F:31])([F:30])[F:29])=[CH:26][CH:25]=[CH:24][C:23]=2[F:32])[C:5]1=[O:33].C(N(C(C)C)CC)(C)C.Br[CH2:50][CH2:51][CH2:52][C:53]#[N:54]. The catalyst is C(#N)C. The product is [C:53]([CH2:52][CH2:51][CH2:50][NH:1][C@H:2]([C:34]1[CH:39]=[CH:38][CH:37]=[CH:36][CH:35]=1)[CH2:3][N:4]1[C:9](=[O:10])[C:8]([C:11]2[CH:16]=[CH:15][CH:14]=[C:13]([O:17][CH3:18])[C:12]=2[F:19])=[C:7]([CH3:20])[N:6]([CH2:21][C:22]2[C:27]([C:28]([F:29])([F:31])[F:30])=[CH:26][CH:25]=[CH:24][C:23]=2[F:32])[C:5]1=[O:33])#[N:54]. The yield is 0.940. (6) The reactants are [CH3:1][C:2]1[CH:3]=[C:4](Cl)[CH:5]=[CH:6][C:7]=1[CH3:8].[C:10]1(B(O)O)[CH:15]=[CH:14][CH:13]=[CH:12][CH:11]=1.C([O-])([O-])=O.[K+].[K+]. The catalyst is CC([O-])=O.CC([O-])=O.[Pd+2].C1(P(C2CCCCC2)C2C=CC=CC=2C2C(OC)=CC=C(S([O-])(=O)=O)C=2OC)CCCCC1.[Na+].O. The product is [CH3:1][C:2]1[CH:3]=[C:4]([C:10]2[CH:15]=[CH:14][CH:13]=[CH:12][CH:11]=2)[CH:5]=[CH:6][C:7]=1[CH3:8]. The yield is 0.990. (7) The reactants are ClC1C=CC=C(C(OO)=[O:9])C=1.[Cl:12][C:13]1[CH:18]=[C:17]([Cl:19])[CH:16]=[CH:15][C:14]=1[C:20]1([C:38]2[CH:43]=[CH:42][C:41]([F:44])=[CH:40][CH:39]=2)[O:24][C:23]2[CH:25]=[C:26]([F:37])[C:27]([C:29]([N:31]3[CH2:36][CH2:35][S:34][CH2:33][CH2:32]3)=[O:30])=[CH:28][C:22]=2[O:21]1. The catalyst is ClCCl. The product is [Cl:12][C:13]1[CH:18]=[C:17]([Cl:19])[CH:16]=[CH:15][C:14]=1[C:20]1([C:38]2[CH:43]=[CH:42][C:41]([F:44])=[CH:40][CH:39]=2)[O:24][C:23]2[CH:25]=[C:26]([F:37])[C:27]([C:29]([N:31]3[CH2:36][CH2:35][S:34](=[O:9])[CH2:33][CH2:32]3)=[O:30])=[CH:28][C:22]=2[O:21]1. The yield is 0.890. (8) The reactants are [NH2:1][C@@H:2]1[C@H:6]2[O:7][CH2:8][C@H:9]([NH:10][C:11](=[O:25])[C:12]3[CH:17]=[CH:16][CH:15]=[C:14]([O:18][C:19]4[CH:24]=[CH:23][CH:22]=[CH:21][CH:20]=4)[CH:13]=3)[C@H:5]2[O:4][CH2:3]1.[CH:26]1([C:29](O)=[O:30])[CH2:28][CH2:27]1.ON1C2C=CC=CC=2N=N1.Cl.C(N=C=NCCCN(C)C)C. The catalyst is CS(C)=O.O. The product is [CH:26]1([C:29]([NH:1][C@@H:2]2[C@H:6]3[O:7][CH2:8][C@H:9]([NH:10][C:11](=[O:25])[C:12]4[CH:17]=[CH:16][CH:15]=[C:14]([O:18][C:19]5[CH:20]=[CH:21][CH:22]=[CH:23][CH:24]=5)[CH:13]=4)[C@H:5]3[O:4][CH2:3]2)=[O:30])[CH2:28][CH2:27]1. The yield is 0.850.